This data is from Reaction yield outcomes from USPTO patents with 853,638 reactions. The task is: Predict the reaction yield, written as a fraction of the theoretical maximum amount of product (1.0 means a 100% yield; for example, 0.34 means a 34% yield). (1) The reactants are CO[C:3]1[CH:8]=[CH:7][C:6]([C@@H:9]([N:11]([CH2:22][C:23]2[N:24]=[C:25]3[CH:30]=[CH:29][CH:28]=[C:27]([N:31]4[CH2:36][CH2:35][N:34]([CH3:37])[CH2:33][CH2:32]4)[N:26]3[CH:38]=2)[C@@H:12]2[C:21]3[N:20]=[CH:19][CH:18]=[CH:17][C:16]=3[CH2:15][CH2:14][CH2:13]2)C)=[CH:5][CH:4]=1.[F:39]C1C=CC(C=O)=CC=1. No catalyst specified. The product is [F:39][C:3]1[CH:8]=[CH:7][C:6]([CH2:9][N:11]([CH2:22][C:23]2[N:24]=[C:25]3[CH:30]=[CH:29][CH:28]=[C:27]([N:31]4[CH2:36][CH2:35][N:34]([CH3:37])[CH2:33][CH2:32]4)[N:26]3[CH:38]=2)[C@@H:12]2[C:21]3[N:20]=[CH:19][CH:18]=[CH:17][C:16]=3[CH2:15][CH2:14][CH2:13]2)=[CH:5][CH:4]=1. The yield is 0.500. (2) The reactants are I[C:2]1[C:10]2[S:9][CH:8]=[N:7][C:6]=2[CH:5]=[CH:4][C:3]=1[O:11][C:12]1[C:21]2[C:16](=[CH:17][C:18]([O:24][CH3:25])=[C:19]([O:22][CH3:23])[CH:20]=2)[N:15]=[CH:14][CH:13]=1.[C:26]1(B(O)O)[CH:31]=[CH:30][CH:29]=[CH:28][CH:27]=1.C(=O)([O-])[O-].[K+].[K+].O. The catalyst is CN(C)C=O. The product is [CH3:23][O:22][C:19]1[CH:20]=[C:21]2[C:16](=[CH:17][C:18]=1[O:24][CH3:25])[N:15]=[CH:14][CH:13]=[C:12]2[O:11][C:3]1[CH:4]=[CH:5][C:6]2[N:7]=[CH:8][S:9][C:10]=2[C:2]=1[C:26]1[CH:31]=[CH:30][CH:29]=[CH:28][CH:27]=1. The yield is 0.980. (3) The reactants are [C:1]([C:3]1[CH:4]=[C:5]2[C:10](=[CH:11][C:12]=1[O:13][C:14]1[CH:39]=[CH:38][C:17]([C:18]([NH:20][C:21]3[CH:30]=[C:29]4[C:24]([CH2:25][CH2:26][N:27]([C:31]([O:33][C:34]([CH3:37])([CH3:36])[CH3:35])=[O:32])[CH2:28]4)=[CH:23][CH:22]=3)=[O:19])=[CH:16][CH:15]=1)[O:9][CH2:8][CH2:7][CH:6]2[C:40]([O:42]C)=[O:41])#[N:2].[OH-].[Na+]. The catalyst is CO.O1CCCC1. The product is [C:34]([O:33][C:31]([N:27]1[CH2:26][CH2:25][C:24]2[C:29](=[CH:30][C:21]([NH:20][C:18]([C:17]3[CH:38]=[CH:39][C:14]([O:13][C:12]4[CH:11]=[C:10]5[C:5]([CH:6]([C:40]([OH:42])=[O:41])[CH2:7][CH2:8][O:9]5)=[CH:4][C:3]=4[C:1]#[N:2])=[CH:15][CH:16]=3)=[O:19])=[CH:22][CH:23]=2)[CH2:28]1)=[O:32])([CH3:37])([CH3:35])[CH3:36]. The yield is 0.490. (4) The reactants are [CH:1]([C:4]1[C:5]([O:13][CH2:14][CH2:15][CH3:16])=[C:6]([CH:10]=[CH:11][CH:12]=1)[CH2:7]CN)([CH3:3])[CH3:2].[CH:17]([N:20](C(C)C)CC)(C)C.Cl.[O:27]=[C:28]1[NH:37][C:36]2[N:35]=[CH:34][C:33](/[CH:38]=[CH:39]/[C:40]([OH:42])=O)=[CH:32][C:31]=2[CH2:30][CH2:29]1.O.ON1C2C=CC=CC=2N=N1.Cl.CN(C)CCCN=C=NCC. The catalyst is CN(C=O)C.O. The product is [CH:1]([C:4]1[C:5]([O:13][CH2:14][CH2:15][CH3:16])=[C:6]([CH:10]=[CH:11][CH:12]=1)[CH2:7][N:20]([CH3:17])[C:40](=[O:42])/[CH:39]=[CH:38]/[C:33]1[CH:34]=[N:35][C:36]2[NH:37][C:28](=[O:27])[CH2:29][CH2:30][C:31]=2[CH:32]=1)([CH3:2])[CH3:3]. The yield is 0.630. (5) The reactants are [O:1]1[C:5]2[CH:6]=[CH:7][CH:8]=[CH:9][C:4]=2[C:3]([NH:10][C:11]([N:13]2[CH2:18][CH2:17][NH:16][CH2:15][CH2:14]2)=[O:12])=[N:2]1.[Cl:19][C:20]1[CH:34]=[CH:33][C:23]([O:24][C:25]2[CH:26]=[C:27]([CH:30]=[CH:31][CH:32]=2)[CH:28]=O)=[CH:22][CH:21]=1.CCN(CC)CC. The catalyst is C1COCC1. The product is [O:1]1[C:5]2[CH:6]=[CH:7][CH:8]=[CH:9][C:4]=2[C:3]([NH:10][C:11]([N:13]2[CH2:18][CH2:17][N:16]([CH2:28][C:27]3[CH:30]=[CH:31][CH:32]=[C:25]([O:24][C:23]4[CH:33]=[CH:34][C:20]([Cl:19])=[CH:21][CH:22]=4)[CH:26]=3)[CH2:15][CH2:14]2)=[O:12])=[N:2]1. The yield is 0.460. (6) The product is [CH2:52]([N:59]1[CH2:64][CH2:63][O:62][CH:61]([C:65]2[N:68]=[C:1]([C:2]3[CH:3]=[CH:4][CH:5]=[CH:6][CH:7]=3)[O:9][N:66]=2)[CH2:60]1)[C:53]1[CH:54]=[CH:55][CH:56]=[CH:57][CH:58]=1. The catalyst is CN(C)C=O.O. The reactants are [C:1]([OH:9])(=O)[C:2]1[CH:7]=[CH:6][CH:5]=[CH:4][CH:3]=1.F[B-](F)(F)F.N1(OC(N(C)C)=[N+](C)C)C2C=CC=CC=2N=N1.O.ON1C2C=CC=CC=2N=N1.C(N(CC)C(C)C)(C)C.[CH2:52]([N:59]1[CH2:64][CH2:63][O:62][CH:61]([C:65]([NH2:68])=[N:66]O)[CH2:60]1)[C:53]1[CH:58]=[CH:57][CH:56]=[CH:55][CH:54]=1. The yield is 0.750.